This data is from Reaction yield outcomes from USPTO patents with 853,638 reactions. The task is: Predict the reaction yield, written as a fraction of the theoretical maximum amount of product (1.0 means a 100% yield; for example, 0.34 means a 34% yield). (1) The reactants are Cl.[Cl:2][C:3]1[CH:4]=[C:5]2[C:11]([C:12]3[N:17]=[C:16]([NH:18][C@H:19]4[CH2:23][CH2:22][NH:21][CH2:20]4)[C:15]([F:24])=[CH:14][N:13]=3)=[CH:10][N:9](S(C3C=CC(C)=CC=3)(=O)=O)[C:6]2=[N:7][CH:8]=1.ClC1[CH:66]=[C:65]2[C:64]([C:67]3N=C(N[C@H]4CCNC4)C(F)=CN=3)=CN(S(C3[CH:66]=[CH:65][C:64]([CH3:67])=CC=3)(=O)=O)C2=NC=1.C1(C=O)CC1.C([BH3-])#N.[Na+].C([O-])(=O)C.[K+].C[O-].[Na+].CO. The catalyst is CO. The product is [Cl:2][C:3]1[CH:4]=[C:5]2[C:11]([C:12]3[N:17]=[C:16]([NH:18][C@H:19]4[CH2:23][CH2:22][N:21]([CH2:67][CH:64]5[CH2:65][CH2:66]5)[CH2:20]4)[C:15]([F:24])=[CH:14][N:13]=3)=[CH:10][NH:9][C:6]2=[N:7][CH:8]=1. The yield is 0.170. (2) The reactants are [Cl:1][C:2]1[CH:7]=[CH:6][C:5]([C:8]2[N:12]([C:13]3[CH:18]=[CH:17][C:16]([S:19]([NH2:22])(=[O:21])=[O:20])=[CH:15][CH:14]=3)[N:11]=[C:10]([CH2:23]Cl)[CH:9]=2)=[CH:4][CH:3]=1.[C-:25]#[N:26].[Na+]. The catalyst is CS(C)=O.O. The product is [Cl:1][C:2]1[CH:3]=[CH:4][C:5]([C:8]2[N:12]([C:13]3[CH:14]=[CH:15][C:16]([S:19]([NH2:22])(=[O:20])=[O:21])=[CH:17][CH:18]=3)[N:11]=[C:10]([CH2:23][C:25]#[N:26])[CH:9]=2)=[CH:6][CH:7]=1. The yield is 0.750. (3) The reactants are Cl.[NH2:2][OH:3].[Cl:4][C:5]1[CH:6]=[C:7]([C@@H:15]([CH2:26][CH:27]2[CH2:32][CH2:31][C:30](=O)[CH2:29][CH2:28]2)[C:16]([NH:18][C:19]2[CH:24]=[N:23][C:22]([Cl:25])=[CH:21][N:20]=2)=[O:17])[CH:8]=[CH:9][C:10]=1[S:11]([CH3:14])(=[O:13])=[O:12]. The catalyst is CO.N1C(C)=CC=CC=1C. The product is [Cl:4][C:5]1[CH:6]=[C:7]([C@@H:15]([CH2:26][CH:27]2[CH2:32][CH2:31][C:30](=[N:2][OH:3])[CH2:29][CH2:28]2)[C:16]([NH:18][C:19]2[CH:24]=[N:23][C:22]([Cl:25])=[CH:21][N:20]=2)=[O:17])[CH:8]=[CH:9][C:10]=1[S:11]([CH3:14])(=[O:13])=[O:12]. The yield is 0.937. (4) The reactants are Br[C:2]1[S:10][C:5]2[C:6](=[O:9])[NH:7][CH2:8][C:4]=2[CH:3]=1.[CH:11]1([B-](F)(F)F)[CH2:13][CH2:12]1.[K+].C(=O)([O-])[O-].[Cs+].[Cs+].C(P(C12CC3CC(CC(C3)C1)C2)C12CC3CC(CC(C3)C1)C2)CCC. The catalyst is C(OCC)(=O)C.O.C([O-])(=O)C.[Pd+2].C([O-])(=O)C.C1(C)C=CC=CC=1. The product is [CH:11]1([C:2]2[S:10][C:5]3[C:6](=[O:9])[NH:7][CH2:8][C:4]=3[CH:3]=2)[CH2:13][CH2:12]1. The yield is 0.350. (5) The reactants are Br[C:2]1[C:13]([F:14])=[CH:12][C:5]([CH2:6][N:7]2[CH2:11][CH2:10][CH2:9][CH2:8]2)=[C:4]([Cl:15])[CH:3]=1.CC(C)=O.C(=O)=O.[Li]CCCC.[O:28]=[C:29]1[CH2:32][CH:31]([C:33]([OH:35])=O)[CH2:30]1.[CH2:36]([NH2:40])[CH:37]([CH3:39])[CH3:38].C(P1(=O)OP(=O)(CCC)OP(=O)(CCC)O1)CC. The catalyst is C1COCC1.CCOC(C)=O. The product is [CH2:36]([NH:40][C:33]([CH:31]1[CH2:30][C:29]([C:2]2[CH:3]=[C:4]([Cl:15])[C:5]([CH2:6][N:7]3[CH2:11][CH2:10][CH2:9][CH2:8]3)=[CH:12][C:13]=2[F:14])([OH:28])[CH2:32]1)=[O:35])[CH:37]([CH3:39])[CH3:38]. The yield is 0.150. (6) The reactants are Br[C:2]1[C:14](=[O:15])[N:13]([CH2:16][CH3:17])[C:5]2[N:6]=[C:7]([S:11][CH3:12])[N:8]=[C:9]([CH3:10])[C:4]=2[CH:3]=1.[NH:18]1[C:22](B(O)O)=[CH:21][CH:20]=[N:19]1.C(Cl)Cl.C(N(CC)CC)C. The catalyst is COCCOC.O. The product is [CH2:16]([N:13]1[C:5]2[N:6]=[C:7]([S:11][CH3:12])[N:8]=[C:9]([CH3:10])[C:4]=2[CH:3]=[C:2]([C:20]2[NH:19][N:18]=[CH:22][CH:21]=2)[C:14]1=[O:15])[CH3:17]. The yield is 0.770. (7) The reactants are Cl[C:2]1[C:7]([CH:8]([CH2:13][CH2:14][CH3:15])[C:9]([O:11][CH3:12])=[O:10])=[C:6]([CH3:16])[N:5]=[C:4]([C:17]2[CH:22]=[CH:21][CH:20]=[CH:19][CH:18]=2)[N:3]=1.C(N(CC)C(C)C)(C)C.[O:32]1[C:36]2[CH:37]=[CH:38][C:39](B3OC(C)(C)C(C)(C)O3)=[CH:40][C:35]=2[CH:34]=[CH:33]1. The catalyst is COCCOC.O.C1C=CC([P]([Pd]([P](C2C=CC=CC=2)(C2C=CC=CC=2)C2C=CC=CC=2)([P](C2C=CC=CC=2)(C2C=CC=CC=2)C2C=CC=CC=2)[P](C2C=CC=CC=2)(C2C=CC=CC=2)C2C=CC=CC=2)(C2C=CC=CC=2)C2C=CC=CC=2)=CC=1. The product is [O:32]1[C:36]2[CH:37]=[CH:38][C:39]([C:2]3[C:7]([CH:8]([CH2:13][CH2:14][CH3:15])[C:9]([O:11][CH3:12])=[O:10])=[C:6]([CH3:16])[N:5]=[C:4]([C:17]4[CH:22]=[CH:21][CH:20]=[CH:19][CH:18]=4)[N:3]=3)=[CH:40][C:35]=2[CH:34]=[CH:33]1. The yield is 0.850. (8) The reactants are [C:1]([O:5][C:6](=[O:30])[N:7]([C:9]1[CH:14]=[CH:13][C:12]([CH:15]=[CH:16][C:17]2[CH:22]=[CH:21][C:20]([O:23][CH2:24][CH2:25][O:26][CH2:27][CH2:28][OH:29])=[CH:19][CH:18]=2)=[CH:11][CH:10]=1)[CH3:8])([CH3:4])([CH3:3])[CH3:2].C(N(CC)CC)C.[CH3:38][S:39](Cl)(=[O:41])=[O:40]. The catalyst is ClCCl. The product is [C:1]([O:5][C:6]([N:7]([CH3:8])[C:9]1[CH:14]=[CH:13][C:12]([CH:15]=[CH:16][C:17]2[CH:18]=[CH:19][C:20]([O:23][CH2:24][CH2:25][O:26][CH2:27][CH2:28][O:29][S:39]([CH3:38])(=[O:41])=[O:40])=[CH:21][CH:22]=2)=[CH:11][CH:10]=1)=[O:30])([CH3:3])([CH3:2])[CH3:4]. The yield is 0.910.